Dataset: Cav3 T-type calcium channel HTS with 100,875 compounds. Task: Binary Classification. Given a drug SMILES string, predict its activity (active/inactive) in a high-throughput screening assay against a specified biological target. (1) The compound is S=C(N1CCN(CC1)C(c1ccccc1)c1ccccc1)NCC. The result is 0 (inactive). (2) The molecule is O=C1CC(C\C(=N\CC(O)=O)C1)(C)C. The result is 0 (inactive). (3) The molecule is O=C(NC1CCCCC1)C1(N(C(=O)C2NC(=O)CC2)c2ccccc2)CCCCC1. The result is 0 (inactive). (4) The compound is O=C1N(C(Nc2c1cccc2)c1ccc(cc1)C)Cc1occc1. The result is 0 (inactive).